This data is from Catalyst prediction with 721,799 reactions and 888 catalyst types from USPTO. The task is: Predict which catalyst facilitates the given reaction. (1) Reactant: C(OC([N:8]1[CH2:13][CH2:12][CH:11]([NH:14][C:15]2[S:16][C:17]3[C:22]([NH:23][C@@H:24]([CH2:29][OH:30])[CH2:25][CH:26]([CH3:28])[CH3:27])=[N:21][C:20]([S:31][CH2:32][C:33]4[CH:38]=[CH:37][CH:36]=[CH:35][CH:34]=4)=[N:19][C:18]=3[N:39]=2)[CH2:10][CH2:9]1)=O)(C)(C)C.FC(F)(F)C(O)=O.C(=O)([O-])[O-].[K+].[K+].[OH-].[Na+]. Product: [C:33]1([CH2:32][S:31][C:20]2[N:21]=[C:22]([NH:23][C@H:24]([CH2:25][CH:26]([CH3:28])[CH3:27])[CH2:29][OH:30])[C:17]3[S:16][C:15]([NH:14][CH:11]4[CH2:10][CH2:9][NH:8][CH2:13][CH2:12]4)=[N:39][C:18]=3[N:19]=2)[CH:34]=[CH:35][CH:36]=[CH:37][CH:38]=1. The catalyst class is: 4. (2) Reactant: [NH2:1][C:2]1[CH:7]=[CH:6][CH:5]=[CH:4][C:3]=1[CH2:8][CH2:9][CH2:10][C:11]1[CH:20]=[CH:19][CH:18]=[CH:17][C:12]=1[C:13]([O:15][CH3:16])=[O:14].[CH3:21][C:22]1[CH:27]=[CH:26][C:25]([S:28](Cl)(=[O:30])=[O:29])=[CH:24][CH:23]=1.C([O-])(O)=O.[Na+].Cl. Product: [CH3:21][C:22]1[CH:27]=[CH:26][C:25]([S:28]([NH:1][C:2]2[CH:7]=[CH:6][CH:5]=[CH:4][C:3]=2[CH2:8][CH2:9][CH2:10][C:11]2[CH:20]=[CH:19][CH:18]=[CH:17][C:12]=2[C:13]([O:15][CH3:16])=[O:14])(=[O:30])=[O:29])=[CH:24][CH:23]=1. The catalyst class is: 10.